Dataset: Catalyst prediction with 721,799 reactions and 888 catalyst types from USPTO. Task: Predict which catalyst facilitates the given reaction. (1) Reactant: [Br:1][C:2]1[CH:3]=[N:4][N:5]2[CH:10]=[CH:9][C:8]([CH:11](Br)[CH3:12])=[CH:7][C:6]=12.[CH3:14][NH:15][C:16]1[CH:21]=[CH:20][C:19]([CH3:22])=[CH:18][N:17]=1.C([O-])([O-])=O.[K+].[K+].O. Product: [Br:1][C:2]1[CH:3]=[N:4][N:5]2[CH:10]=[CH:9][C:8]([CH:11]([N:15]([CH3:14])[C:16]3[CH:21]=[CH:20][C:19]([CH3:22])=[CH:18][N:17]=3)[CH3:12])=[CH:7][C:6]=12. The catalyst class is: 10. (2) Reactant: [C:1](Cl)(=[O:3])[CH3:2].[CH2:5]([O:7][C:8]([C:10]1[C:11]2[CH2:19][CH2:18][CH2:17][CH2:16][C:12]=2[S:13][C:14]=1[NH2:15])=[O:9])[CH3:6].O. Product: [CH2:5]([O:7][C:8]([C:10]1[C:11]2[CH2:19][CH2:18][CH2:17][CH2:16][C:12]=2[S:13][C:14]=1[NH:15][C:1](=[O:3])[CH3:2])=[O:9])[CH3:6]. The catalyst class is: 17. (3) Reactant: [C:1]([O:5][C:6]([C:8]1[C:17]2[C:12](=[C:13](Br)[CH:14]=[CH:15][CH:16]=2)[CH:11]=[CH:10][CH:9]=1)=[O:7])([CH3:4])([CH3:3])[CH3:2].C([Li])CCC.CN(C)[CH:26]=[O:27]. Product: [C:1]([O:5][C:6]([C:8]1[C:17]2[C:12](=[C:13]([CH:26]=[O:27])[CH:14]=[CH:15][CH:16]=2)[CH:11]=[CH:10][CH:9]=1)=[O:7])([CH3:4])([CH3:3])[CH3:2]. The catalyst class is: 7. (4) Reactant: [Br:1][C:2]1[C:7](=[O:8])[N:6]2[CH:9]=[CH:10][CH:11]=[CH:12][C:5]2=[N:4][C:3]=1[CH3:13].[S:14]1[CH:18]=[CH:17][CH:16]=[C:15]1[CH:19]=O.[O-]CC.[Na+]. Product: [Br:1][C:2]1[C:7](=[O:8])[N:6]2[CH:9]=[CH:10][CH:11]=[CH:12][C:5]2=[N:4][C:3]=1/[CH:13]=[CH:19]/[C:15]1[S:14][CH:18]=[CH:17][CH:16]=1. The catalyst class is: 8. (5) Reactant: C1(C)C=CC=CC=1.CC1(C)COB([C:15]2[CH:16]=[CH:17][C:18]([N:22]3[CH2:27][CH:26]([CH3:28])[CH2:25][CH:24]([CH3:29])[CH2:23]3)=[C:19]([CH:21]=2)[NH2:20])OC1.Br[C:32]1[CH:37]=[CH:36][CH:35]=[CH:34][C:33]=1[C:38]1[N:39]=[N:40][N:41]([C:43]([C:56]2[CH:61]=[CH:60][CH:59]=[CH:58][CH:57]=2)([C:50]2[CH:55]=[CH:54][CH:53]=[CH:52][CH:51]=2)[C:44]2[CH:49]=[CH:48][CH:47]=[CH:46][CH:45]=2)[N:42]=1.C(=O)([O-])[O-].[Na+].[Na+]. Product: [CH3:28][CH:26]1[CH2:25][CH:24]([CH3:29])[CH2:23][N:22]([C:18]2[CH:17]=[CH:16][C:15]([C:32]3[CH:37]=[CH:36][CH:35]=[CH:34][C:33]=3[C:38]3[N:39]=[N:40][N:41]([C:43]([C:56]4[CH:57]=[CH:58][CH:59]=[CH:60][CH:61]=4)([C:50]4[CH:51]=[CH:52][CH:53]=[CH:54][CH:55]=4)[C:44]4[CH:49]=[CH:48][CH:47]=[CH:46][CH:45]=4)[N:42]=3)=[CH:21][C:19]=2[NH2:20])[CH2:27]1. The catalyst class is: 103. (6) Reactant: [H-].[Al+3].[Li+].[H-].[H-].[H-].[Cl:7][C:8]1[N:13]=[C:12]([C:14]#[N:15])[CH:11]=[CH:10][CH:9]=1. Product: [NH2:15][CH2:14][C:12]1[CH:11]=[CH:10][CH:9]=[C:8]([Cl:7])[N:13]=1. The catalyst class is: 1. (7) Reactant: [Br:1][C:2]1[CH:7]=[CH:6][C:5]([N:8]2[C:12](C(O)=O)=[C:11]([CH3:16])[N:10]=[N:9]2)=[CH:4][CH:3]=1.[CH:17]1([CH:20]([OH:22])[CH3:21])[CH2:19][CH2:18]1.C([N:25]([CH2:28]C)CC)C.C1(P(N=[N+]=[N-])(C2C=CC=CC=2)=[O:37])C=CC=CC=1. Product: [CH:17]1([CH:20]([O:22][C:28](=[O:37])[NH:25][C:12]2[N:8]([C:5]3[CH:4]=[CH:3][C:2]([Br:1])=[CH:7][CH:6]=3)[N:9]=[N:10][C:11]=2[CH3:16])[CH3:21])[CH2:19][CH2:18]1. The catalyst class is: 11. (8) Reactant: [CH3:1][Si:2]([CH3:29])([CH3:28])[CH2:3][CH2:4][O:5][CH2:6][N:7]1[C:11]2[N:12]=[CH:13][N:14]=[C:15]([C:16]3[CH:17]=[N:18][N:19]([C:21]4([CH2:25][C:26]#[N:27])[CH2:24][NH:23][CH2:22]4)[CH:20]=3)[C:10]=2[CH:9]=[CH:8]1.[CH2:30]([S:32](Cl)(=[O:34])=[O:33])[CH3:31]. Product: [CH2:30]([S:32]([N:23]1[CH2:22][C:21]([CH2:25][C:26]#[N:27])([N:19]2[CH:20]=[C:16]([C:15]3[C:10]4[CH:9]=[CH:8][N:7]([CH2:6][O:5][CH2:4][CH2:3][Si:2]([CH3:28])([CH3:1])[CH3:29])[C:11]=4[N:12]=[CH:13][N:14]=3)[CH:17]=[N:18]2)[CH2:24]1)(=[O:34])=[O:33])[CH3:31]. The catalyst class is: 13. (9) Reactant: S(O)(O)(=O)=O.[CH3:6][S:7][C:8](=[NH:10])[NH2:9].C(=O)([O-])[O-].[Na+].[Na+].[C:17](OCC)(=[O:22])[CH2:18][C:19]([CH3:21])=O. Product: [CH3:21][C:19]1[N:9]=[C:8]([S:7][CH3:6])[NH:10][C:17](=[O:22])[CH:18]=1. The catalyst class is: 6. (10) Reactant: [NH2:1][C:2]1[CH:12]=[CH:11][C:5]([O:6][CH2:7][C:8]([OH:10])=[O:9])=[C:4]([C:13](=[O:24])[NH:14][CH2:15][C:16]2[CH:21]=[CH:20][C:19]([Br:22])=[CH:18][C:17]=2[F:23])[CH:3]=1.[CH2:25](O)[CH:26]=[CH2:27]. Product: [CH2:27]([O:9][C:8](=[O:10])[CH2:7][O:6][C:5]1[CH:11]=[CH:12][C:2]([NH2:1])=[CH:3][C:4]=1[C:13](=[O:24])[NH:14][CH2:15][C:16]1[CH:21]=[CH:20][C:19]([Br:22])=[CH:18][C:17]=1[F:23])[CH:26]=[CH2:25]. The catalyst class is: 82.